From a dataset of Reaction yield outcomes from USPTO patents with 853,638 reactions. Predict the reaction yield, written as a fraction of the theoretical maximum amount of product (1.0 means a 100% yield; for example, 0.34 means a 34% yield). The reactants are Br[C:2]1[CH:7]=[CH:6][CH:5]=[CH:4][C:3]=1[NH:8][C:9](=[O:19])[O:10][CH:11]1[CH:16]2[CH2:17][CH2:18][N:13]([CH2:14][CH2:15]2)[CH2:12]1.[CH2:20]([C:22]1[CH:23]=[C:24](B(O)O)[CH:25]=[CH:26][CH:27]=1)[CH3:21]. No catalyst specified. The product is [CH2:20]([C:22]1[CH:27]=[C:26]([C:2]2[CH:7]=[CH:6][CH:5]=[CH:4][C:3]=2[NH:8][C:9](=[O:19])[O:10][CH:11]2[CH:16]3[CH2:17][CH2:18][N:13]([CH2:14][CH2:15]3)[CH2:12]2)[CH:25]=[CH:24][CH:23]=1)[CH3:21]. The yield is 0.860.